From a dataset of Reaction yield outcomes from USPTO patents with 853,638 reactions. Predict the reaction yield, written as a fraction of the theoretical maximum amount of product (1.0 means a 100% yield; for example, 0.34 means a 34% yield). The yield is 0.630. The catalyst is CO.[Pd]. The reactants are [N+:1]([C:4]1[CH:5]=[C:6]2[C:11](=[CH:12][CH:13]=1)[CH2:10][NH:9][C:8](=[O:14])[CH2:7]2)([O-])=O. The product is [NH2:1][C:4]1[CH:5]=[C:6]2[C:11](=[CH:12][CH:13]=1)[CH2:10][NH:9][C:8](=[O:14])[CH2:7]2.